Dataset: Full USPTO retrosynthesis dataset with 1.9M reactions from patents (1976-2016). Task: Predict the reactants needed to synthesize the given product. (1) Given the product [C:1]([C:3]1[CH:8]=[CH:7][C:6]([CH:9]2[C:18]3[C:13](=[CH:14][CH:15]=[N:16][C:17]=3[O:19][CH2:33][CH3:34])[NH:12][C:11]([C:20]([F:23])([F:22])[F:21])=[C:10]2[C:24]#[N:25])=[C:5]([O:26][CH3:27])[CH:4]=1)#[N:2], predict the reactants needed to synthesize it. The reactants are: [C:1]([C:3]1[CH:8]=[CH:7][C:6]([CH:9]2[C:18]3[C:17](=[O:19])[NH:16][CH:15]=[CH:14][C:13]=3[NH:12][C:11]([C:20]([F:23])([F:22])[F:21])=[C:10]2[C:24]#[N:25])=[C:5]([O:26][CH3:27])[CH:4]=1)#[N:2].F[B-](F)(F)F.[CH2:33]([O+](CC)CC)[CH3:34].ClCCl. (2) The reactants are: [NH2:1][C:2]12[CH2:9][CH2:8][C:5]([CH:10]([OH:28])[CH2:11][N:12]3[C:21]4[C:16](=[N:17][CH:18]=[C:19]([O:22][CH2:23][CH2:24][CH2:25][OH:26])[CH:20]=4)[CH:15]=[CH:14][C:13]3=[O:27])([CH2:6][CH2:7]1)[O:4][CH2:3]2.[O:29]=[C:30]1[CH2:35][O:34][C:33]2[CH:36]=[CH:37][C:38]([CH:40]=O)=[N:39][C:32]=2[NH:31]1. Given the product [OH:28][CH:10]([C:5]12[CH2:8][CH2:9][C:2]([NH:1][CH2:40][C:38]3[CH:37]=[CH:36][C:33]4[O:34][CH2:35][C:30](=[O:29])[NH:31][C:32]=4[N:39]=3)([CH2:7][CH2:6]1)[CH2:3][O:4]2)[CH2:11][N:12]1[C:21]2[C:16](=[N:17][CH:18]=[C:19]([O:22][CH2:23][CH2:24][CH2:25][OH:26])[CH:20]=2)[CH:15]=[CH:14][C:13]1=[O:27], predict the reactants needed to synthesize it. (3) Given the product [F:24][C:18]([F:23])([C:19]([F:20])([F:21])[F:22])[C:17]([F:25])([F:26])[C:16]([F:31])([F:15])[S:27]([O:3][C:4]1[CH2:10][CH2:9][CH2:8][CH2:7][CH2:6][C:5]=1[C:11]([O:13][CH3:14])=[O:12])(=[O:28])=[O:29], predict the reactants needed to synthesize it. The reactants are: [H-].[Na+].[O:3]=[C:4]1[CH2:10][CH2:9][CH2:8][CH2:7][CH2:6][CH:5]1[C:11]([O:13][CH3:14])=[O:12].[F:15][C:16]([F:31])([S:27](F)(=[O:29])=[O:28])[C:17]([F:26])([F:25])[C:18]([F:24])([F:23])[C:19]([F:22])([F:21])[F:20].Cl. (4) Given the product [Cl:39][C:35]1[C:34]([F:40])=[C:33]([C@@H:14]2[C@:15]([C:25]3[CH:30]=[CH:29][C:28]([Cl:31])=[CH:27][C:26]=3[F:32])([C:23]#[N:24])[C@H:16]([CH2:18][C:19]([CH3:20])([CH3:21])[CH3:22])[CH2:17][N:13]2[CH2:12][C:11]([NH:10][C:7]2[CH:8]=[CH:9][C:4]([C:3]([OH:43])=[O:2])=[C:5]([CH3:42])[CH:6]=2)=[O:41])[CH:38]=[CH:37][CH:36]=1, predict the reactants needed to synthesize it. The reactants are: C[O:2][C:3](=[O:43])[C:4]1[CH:9]=[CH:8][C:7]([NH:10][C:11](=[O:41])[CH2:12][N:13]2[CH2:17][C@@H:16]([CH2:18][C:19]([CH3:22])([CH3:21])[CH3:20])[C@@:15]([C:25]3[CH:30]=[CH:29][C:28]([Cl:31])=[CH:27][C:26]=3[F:32])([C:23]#[N:24])[C@H:14]2[C:33]2[CH:38]=[CH:37][CH:36]=[C:35]([Cl:39])[C:34]=2[F:40])=[CH:6][C:5]=1[CH3:42].[Li+].[OH-]. (5) Given the product [CH2:17]([CH:16]([C:12]1[S:11][CH:15]=[CH:14][CH:13]=1)[CH2:20][CH2:21][CH3:22])[CH2:18][CH3:19], predict the reactants needed to synthesize it. The reactants are: [H-].[H-].[H-].[H-].[Li+].[Al+3].[Al+3].[Cl-].[Cl-].[Cl-].[S:11]1[CH:15]=[CH:14][CH:13]=[C:12]1[C:16](O)([CH2:20][CH2:21][CH3:22])[CH2:17][CH2:18][CH3:19]. (6) Given the product [NH2:8][C:6]1[CH:7]=[C:2]([Cl:1])[C:3]([CH3:22])=[C:4]([C:11]2[CH:12]=[C:13]3[C:18](=[CH:19][CH:20]=2)[N:17]=[C:16]([NH2:21])[N:15]=[CH:14]3)[CH:5]=1, predict the reactants needed to synthesize it. The reactants are: [Cl:1][C:2]1[C:3]([CH3:22])=[C:4]([C:11]2[CH:12]=[C:13]3[C:18](=[CH:19][CH:20]=2)[N:17]=[C:16]([NH2:21])[N:15]=[CH:14]3)[CH:5]=[C:6]([N+:8]([O-])=O)[CH:7]=1.C(=O)([O-])[O-].[K+].[K+]. (7) Given the product [C:25]([O:24][C:22](=[O:23])[NH:13][CH2:12][C:11]1[CH:14]=[CH:15][N:16]=[C:9]([C:6]2[CH:5]=[CH:4][C:3]([C:2]([F:17])([F:1])[F:18])=[CH:8][CH:7]=2)[CH:10]=1)([CH3:28])([CH3:27])[CH3:26], predict the reactants needed to synthesize it. The reactants are: [F:1][C:2]([F:18])([F:17])[C:3]1[CH:8]=[CH:7][C:6]([C:9]2[CH:10]=[C:11]([CH:14]=[CH:15][N:16]=2)[C:12]#[N:13])=[CH:5][CH:4]=1.Cl.[H][H].[C:22](O[C:22]([O:24][C:25]([CH3:28])([CH3:27])[CH3:26])=[O:23])([O:24][C:25]([CH3:28])([CH3:27])[CH3:26])=[O:23].C(N(CC)CC)C. (8) Given the product [OH:1][C:2]1[CH:3]=[C:4]([C:8]2[N:16]=[C:15]3[C:11]([NH:12][C:13](=[O:24])[N:14]3[CH2:17][CH:18]3[CH2:23][CH2:22][O:21][CH2:20][CH2:19]3)=[C:10]([C:25]([NH2:54])=[O:27])[N:9]=2)[CH:5]=[CH:6][CH:7]=1, predict the reactants needed to synthesize it. The reactants are: [OH:1][C:2]1[CH:3]=[C:4]([C:8]2[N:16]=[C:15]3[C:11]([NH:12][C:13](=[O:24])[N:14]3[CH2:17][CH:18]3[CH2:23][CH2:22][O:21][CH2:20][CH2:19]3)=[C:10]([C:25]([O:27]C)=O)[N:9]=2)[CH:5]=[CH:6][CH:7]=1.[Si](OC1C=C(C2N=C3C(NC(=O)N3CC3CCOCC3)=C(C(OC)=O)[N:54]=2)C=CC=1)(C(C)(C)C)(C1C=CC=CC=1)C1C=CC=CC=1.